Task: Predict the product of the given reaction.. Dataset: Forward reaction prediction with 1.9M reactions from USPTO patents (1976-2016) Given the reactants [S:1]([N:11]1[CH2:14][C:13](=[O:15])[CH2:12]1)([C:4]1[CH:10]=[CH:9][C:7]([CH3:8])=[CH:6][CH:5]=1)(=[O:3])=[O:2].[CH3:16][CH2:17][CH2:18][C:19]#[C:20][CH2:21][CH2:22][CH3:23], predict the reaction product. The product is: [CH2:18]([C:19]1[C:13](=[O:15])[CH2:12][N:11]([S:1]([C:4]2[CH:10]=[CH:9][C:7]([CH3:8])=[CH:6][CH:5]=2)(=[O:3])=[O:2])[CH2:14][C:20]=1[CH2:21][CH2:22][CH3:23])[CH2:17][CH3:16].